The task is: Predict the product of the given reaction.. This data is from Forward reaction prediction with 1.9M reactions from USPTO patents (1976-2016). Given the reactants Br[CH2:2][C:3]1[CH:8]=[CH:7][CH:6]=[CH:5][CH:4]=1.[OH:9][C:10]1[CH:11]=[C:12]([CH:17]=[C:18]([O:20][C@@H:21]([CH3:24])[CH2:22][OH:23])[CH:19]=1)[C:13]([O:15][CH3:16])=[O:14].C(=O)([O-])[O-].[K+].[K+].C(OCC)(=O)C, predict the reaction product. The product is: [OH:23][CH2:22][C@@H:21]([O:20][C:18]1[CH:17]=[C:12]([CH:11]=[C:10]([O:9][CH2:2][C:3]2[CH:8]=[CH:7][CH:6]=[CH:5][CH:4]=2)[CH:19]=1)[C:13]([O:15][CH3:16])=[O:14])[CH3:24].